This data is from Merck oncology drug combination screen with 23,052 pairs across 39 cell lines. The task is: Regression. Given two drug SMILES strings and cell line genomic features, predict the synergy score measuring deviation from expected non-interaction effect. (1) Drug 1: COc1cccc2c1C(=O)c1c(O)c3c(c(O)c1C2=O)CC(O)(C(=O)CO)CC3OC1CC(N)C(O)C(C)O1. Drug 2: C#Cc1cccc(Nc2ncnc3cc(OCCOC)c(OCCOC)cc23)c1. Cell line: COLO320DM. Synergy scores: synergy=-31.6. (2) Drug 1: CS(=O)(=O)CCNCc1ccc(-c2ccc3ncnc(Nc4ccc(OCc5cccc(F)c5)c(Cl)c4)c3c2)o1. Drug 2: O=C(NOCC(O)CO)c1ccc(F)c(F)c1Nc1ccc(I)cc1F. Cell line: A2780. Synergy scores: synergy=26.6.